Task: Regression. Given two drug SMILES strings and cell line genomic features, predict the synergy score measuring deviation from expected non-interaction effect.. Dataset: NCI-60 drug combinations with 297,098 pairs across 59 cell lines (1) Drug 1: CC1CCC2CC(C(=CC=CC=CC(CC(C(=O)C(C(C(=CC(C(=O)CC(OC(=O)C3CCCCN3C(=O)C(=O)C1(O2)O)C(C)CC4CCC(C(C4)OC)OCCO)C)C)O)OC)C)C)C)OC. Drug 2: COC1=C2C(=CC3=C1OC=C3)C=CC(=O)O2. Cell line: HCT-15. Synergy scores: CSS=3.64, Synergy_ZIP=6.27, Synergy_Bliss=11.1, Synergy_Loewe=0.854, Synergy_HSA=2.18. (2) Drug 1: C1=CC(=C2C(=C1NCCNCCO)C(=O)C3=C(C=CC(=C3C2=O)O)O)NCCNCCO. Drug 2: C1CN(P(=O)(OC1)NCCCl)CCCl. Cell line: HOP-62. Synergy scores: CSS=41.7, Synergy_ZIP=-3.24, Synergy_Bliss=-5.53, Synergy_Loewe=-54.2, Synergy_HSA=-4.97.